This data is from Catalyst prediction with 721,799 reactions and 888 catalyst types from USPTO. The task is: Predict which catalyst facilitates the given reaction. (1) Reactant: [CH2:1]([O:8][CH2:9][CH:10]([OH:19])[CH2:11][CH2:12][C:13]1[CH:18]=[CH:17][CH:16]=[CH:15][CH:14]=1)[C:2]1[CH:7]=[CH:6][CH:5]=[CH:4][CH:3]=1.[Cr](Cl)([O-])(=O)=O.[NH+]1C=CC=CC=1. Product: [CH2:1]([O:8][CH2:9][C:10](=[O:19])[CH2:11][CH2:12][C:13]1[CH:18]=[CH:17][CH:16]=[CH:15][CH:14]=1)[C:2]1[CH:7]=[CH:6][CH:5]=[CH:4][CH:3]=1. The catalyst class is: 4. (2) Reactant: Cl.[C:2]([S:5][CH:6]1[CH2:11][CH2:10][N:9]([CH:12]([C:18]2[CH:23]=[CH:22][CH:21]=[CH:20][C:19]=2[F:24])[C:13]([CH:15]2[CH2:17][CH2:16]2)=[O:14])[CH2:8]/[C:7]/1=[CH:25]\[C:26]1[CH:30]=[CH:29][N:28]([CH2:31][C:32]([OH:34])=O)[N:27]=1)(=[O:4])[CH3:3].ClC(OCC(C)C)=O.[NH3:43].C(=O)([O-])O.[Na+]. Product: [C:2]([S:5][CH:6]1[CH2:11][CH2:10][N:9]([CH:12]([C:18]2[CH:23]=[CH:22][CH:21]=[CH:20][C:19]=2[F:24])[C:13]([CH:15]2[CH2:16][CH2:17]2)=[O:14])[CH2:8]/[C:7]/1=[CH:25]\[C:26]1[CH:30]=[CH:29][N:28]([CH2:31][C:32](=[O:34])[NH2:43])[N:27]=1)(=[O:4])[CH3:3]. The catalyst class is: 236.